From a dataset of Reaction yield outcomes from USPTO patents with 853,638 reactions. Predict the reaction yield, written as a fraction of the theoretical maximum amount of product (1.0 means a 100% yield; for example, 0.34 means a 34% yield). (1) The reactants are FC(F)(F)C(O)=O.[CH2:8]([O:10][C:11]([C:13]1[CH:17]=[C:16]([CH2:18][NH:19]C(OC(C)(C)C)=O)[O:15][N:14]=1)=[O:12])[CH3:9]. The catalyst is C(Cl)Cl. The product is [CH2:8]([O:10][C:11]([C:13]1[CH:17]=[C:16]([CH2:18][NH2:19])[O:15][N:14]=1)=[O:12])[CH3:9]. The yield is 0.930. (2) The catalyst is C(Cl)Cl. The yield is 0.540. The product is [CH3:13][O:12][C:7]1[C:6]2[CH2:5][CH2:4][CH2:3][CH:2]([NH:1][CH2:28][CH2:27][CH2:26][CH2:25][N:16]3[C:17](=[O:24])[C:18]4[C:23](=[CH:22][CH:21]=[CH:20][CH:19]=4)[C:15]3=[O:14])[C:11]=2[N:10]=[CH:9][CH:8]=1. The reactants are [NH2:1][CH:2]1[C:11]2[N:10]=[CH:9][CH:8]=[C:7]([O:12][CH3:13])[C:6]=2[CH2:5][CH2:4][CH2:3]1.[O:14]=[C:15]1[C:23]2[C:18](=[CH:19][CH:20]=[CH:21][CH:22]=2)[C:17](=[O:24])[N:16]1[CH2:25][CH2:26][CH2:27][CH:28]=O.[BH-](OC(C)=O)(OC(C)=O)OC(C)=O.[Na+]. (3) The reactants are Cl[C:2]1[N:7]=[C:6]([CH:8]([CH:11]2[N:15]([CH2:16][CH3:17])[C:14]3[CH:18]=[CH:19][CH:20]=[CH:21][C:13]=3[NH:12]2)[C:9]#[N:10])[C:5]([CH3:22])=[CH:4][N:3]=1.[CH2:23]([NH2:29])[C:24]1[O:28][CH:27]=[CH:26][CH:25]=1. No catalyst specified. The product is [CH2:16]([N:15]1[C:14]2[CH:18]=[CH:19][CH:20]=[CH:21][C:13]=2[N:12]=[C:11]1[CH:8]([C:6]1[C:5]([CH3:22])=[CH:4][N:3]=[C:2]([NH:29][CH2:23][C:24]2[O:28][CH:27]=[CH:26][CH:25]=2)[N:7]=1)[C:9]#[N:10])[CH3:17]. The yield is 0.710. (4) The reactants are Br[C:2]1[CH:3]=[C:4]([CH:19]=[C:20]([Cl:22])[CH:21]=1)[CH2:5][N:6]1[CH2:11][CH2:10][N:9]([C:12]([O:14][C:15]([CH3:18])([CH3:17])[CH3:16])=[O:13])[CH2:8][CH2:7]1.CC(OC1C=CC=C(OC(C)C)C=1C1C(P(C2CCCCC2)C2CCCCC2)=CC=CC=1)C.CC([O-])(C)C.[Na+].[NH:62]1[CH2:67][CH2:66][CH2:65][CH2:64][CH2:63]1. The catalyst is CC([O-])=O.CC([O-])=O.[Pd+2].O.C1COCC1. The product is [Cl:22][C:20]1[CH:19]=[C:4]([CH:3]=[C:2]([N:62]2[CH2:67][CH2:66][CH2:65][CH2:64][CH2:63]2)[CH:21]=1)[CH2:5][N:6]1[CH2:11][CH2:10][N:9]([C:12]([O:14][C:15]([CH3:18])([CH3:17])[CH3:16])=[O:13])[CH2:8][CH2:7]1. The yield is 0.650. (5) The reactants are [OH:1][CH2:2][C:3]1[N:7]2[C:8](=[O:27])[N:9]([CH:11]3[CH2:16][CH2:15][N:14]([C:17]([O:19][CH2:20][C:21]4[CH:26]=[CH:25][CH:24]=[CH:23][CH:22]=4)=[O:18])[CH2:13][CH2:12]3)[CH2:10][C:6]2=[CH:5][N:4]=1.[H-].[Na+].[CH3:30]I.[Cl-].[NH4+]. The catalyst is C1COCC1. The product is [CH3:30][O:1][CH2:2][C:3]1[N:7]2[C:8](=[O:27])[N:9]([CH:11]3[CH2:12][CH2:13][N:14]([C:17]([O:19][CH2:20][C:21]4[CH:26]=[CH:25][CH:24]=[CH:23][CH:22]=4)=[O:18])[CH2:15][CH2:16]3)[CH2:10][C:6]2=[CH:5][N:4]=1. The yield is 0.430. (6) The reactants are [CH2:1]([O:8][C:9]1[CH:10]=[CH:11][C:12]([O:19][CH3:20])=[C:13]([CH:18]=1)[C:14]([O:16]C)=[O:15])[C:2]1[CH:7]=[CH:6][CH:5]=[CH:4][CH:3]=1.Cl. The product is [CH2:1]([O:8][C:9]1[CH:10]=[CH:11][C:12]([O:19][CH3:20])=[C:13]([CH:18]=1)[C:14]([OH:16])=[O:15])[C:2]1[CH:3]=[CH:4][CH:5]=[CH:6][CH:7]=1. The yield is 0.880. The catalyst is C1COCC1.CO.[OH-].[Na+].